Dataset: Reaction yield outcomes from USPTO patents with 853,638 reactions. Task: Predict the reaction yield, written as a fraction of the theoretical maximum amount of product (1.0 means a 100% yield; for example, 0.34 means a 34% yield). (1) The reactants are [Br:1][C:2]1[CH:3]=[C:4]([N+:12]([O-])=O)[C:5]2[N:9]=[CH:8][N:7]([CH3:10])[C:6]=2[CH:11]=1.C.O.NN. The catalyst is CO.[Fe](Cl)(Cl)Cl. The product is [NH2:12][C:4]1[C:5]2[N:9]=[CH:8][N:7]([CH3:10])[C:6]=2[CH:11]=[C:2]([Br:1])[CH:3]=1. The yield is 0.770. (2) The reactants are [CH3:1][C:2]1[N:6]([CH3:7])[C:5]2[CH:8]=[C:9]([C:22]([OH:24])=O)[C:10]3[CH2:11][CH2:12][CH:13]([C:16]4[CH:21]=[CH:20][CH:19]=[CH:18][CH:17]=4)[O:14][C:15]=3[C:4]=2[N:3]=1.C(N(CC)CC)C.[NH2:32][CH2:33][CH:34]([OH:37])[CH2:35][OH:36].O. The catalyst is CN(C)C=O. The product is [OH:37][CH:34]([CH2:35][OH:36])[CH2:33][NH:32][C:22]([C:9]1[C:10]2[CH2:11][CH2:12][CH:13]([C:16]3[CH:21]=[CH:20][CH:19]=[CH:18][CH:17]=3)[O:14][C:15]=2[C:4]2[N:3]=[C:2]([CH3:1])[N:6]([CH3:7])[C:5]=2[CH:8]=1)=[O:24]. The yield is 2.70. (3) The reactants are [CH2:1]([N:8]1[CH2:12][CH:11]([C:13]2[CH:18]=[CH:17][C:16]([Cl:19])=[C:15]([Cl:20])[CH:14]=2)[CH:10]([NH:21][CH3:22])[CH2:9]1)[C:2]1[CH:7]=[CH:6][CH:5]=[CH:4][CH:3]=1.C(N(CC)CC)C.[C:41]([O:40][C:38](O[C:38]([O:40][C:41]([CH3:44])([CH3:43])[CH3:42])=[O:39])=[O:39])([CH3:44])([CH3:43])[CH3:42]. The catalyst is ClCCl.CN(C)C1C=CN=CC=1.O. The product is [C:41]([O:40][C:38](=[O:39])[N:21]([CH:10]1[CH:11]([C:13]2[CH:18]=[CH:17][C:16]([Cl:19])=[C:15]([Cl:20])[CH:14]=2)[CH2:12][N:8]([CH2:1][C:2]2[CH:7]=[CH:6][CH:5]=[CH:4][CH:3]=2)[CH2:9]1)[CH3:22])([CH3:42])([CH3:43])[CH3:44]. The yield is 0.950. (4) The reactants are [F:1][C:2]([F:19])([F:18])[C:3](=O)[CH2:4][C:5]([C:7]1[CH:12]=[CH:11][CH:10]=[C:9]([C:13]([F:16])([F:15])[F:14])[CH:8]=1)=O.[NH2:20][C:21]1[CH:25]=[CH:24][NH:23][N:22]=1. The catalyst is C(O)(=O)C. The product is [F:14][C:13]([F:16])([F:15])[C:9]1[CH:8]=[C:7]([C:5]2[CH:4]=[C:3]([C:2]([F:19])([F:18])[F:1])[N:22]3[N:23]=[CH:24][CH:25]=[C:21]3[N:20]=2)[CH:12]=[CH:11][CH:10]=1. The yield is 0.950. (5) The reactants are [C:1]([NH:14][C@H:15]([C:19]([OH:21])=O)[CH:16]([CH3:18])[CH3:17])(=[O:13])[CH2:2][CH2:3][CH2:4][CH2:5][CH2:6][CH2:7][CH2:8][CH2:9][CH2:10][CH2:11][CH3:12].O.ON1C(=O)CCC1=O.Cl.C(N=C=NCCCN(C)C)C.[CH:43]1([NH2:49])[CH2:48][CH2:47][CH2:46][CH2:45][CH2:44]1. The catalyst is C(OCC)(=O)C.C(N(CC)CC)C.C(Cl)(Cl)Cl. The product is [CH:43]1([NH:49][C:19](=[O:21])[C@H:15]([CH:16]([CH3:17])[CH3:18])[NH:14][C:1](=[O:13])[CH2:2][CH2:3][CH2:4][CH2:5][CH2:6][CH2:7][CH2:8][CH2:9][CH2:10][CH2:11][CH3:12])[CH2:48][CH2:47][CH2:46][CH2:45][CH2:44]1. The yield is 0.440.